From a dataset of CYP1A2 inhibition data for predicting drug metabolism from PubChem BioAssay. Regression/Classification. Given a drug SMILES string, predict its absorption, distribution, metabolism, or excretion properties. Task type varies by dataset: regression for continuous measurements (e.g., permeability, clearance, half-life) or binary classification for categorical outcomes (e.g., BBB penetration, CYP inhibition). Dataset: cyp1a2_veith. The result is 0 (non-inhibitor). The compound is COc1ccccc1NC(=O)CN1CCC(C(=O)c2ccc(F)cc2)CC1.